Dataset: Full USPTO retrosynthesis dataset with 1.9M reactions from patents (1976-2016). Task: Predict the reactants needed to synthesize the given product. (1) Given the product [NH2:3][C:8]1[N:13]=[CH:12][C:11]([C:14]2[CH2:18][CH:17]([C:19]3[CH:24]=[CH:23][CH:22]=[CH:21][C:20]=3[OH:25])[N:16]([C:26]([C:28]3[S:32][C:31]([C:33]4[CH:47]=[CH:46][CH:45]=[CH:44][C:34]=4[CH2:35][NH:36][C:37](=[O:43])[O:38][C:39]([CH3:40])([CH3:41])[CH3:42])=[CH:30][CH:29]=3)=[O:27])[N:15]=2)=[CH:10][CH:9]=1, predict the reactants needed to synthesize it. The reactants are: CC1[N:3]([C:8]2[N:13]=[CH:12][C:11]([C:14]3[CH2:18][CH:17]([C:19]4[CH:24]=[CH:23][CH:22]=[CH:21][C:20]=4[OH:25])[N:16]([C:26]([C:28]4[S:32][C:31]([C:33]5[CH:47]=[CH:46][CH:45]=[CH:44][C:34]=5[CH2:35][NH:36][C:37](=[O:43])[O:38][C:39]([CH3:42])([CH3:41])[CH3:40])=[CH:30][CH:29]=4)=[O:27])[N:15]=3)=[CH:10][CH:9]=2)C(C)=CC=1.Cl.NO.[OH-].[K+]. (2) Given the product [Br:11][C:12]1[CH:20]=[CH:19][C:15]([C:16]2[N:17]=[C:3]([OH:4])[C:5]3[CH2:9][CH2:8][CH2:7][C:6]=3[N:18]=2)=[CH:14][CH:13]=1, predict the reactants needed to synthesize it. The reactants are: CO[C:3]([CH:5]1[CH2:9][CH2:8][CH2:7][C:6]1=O)=[O:4].[Br:11][C:12]1[CH:20]=[CH:19][C:15]([C:16](=[NH:18])[NH2:17])=[CH:14][CH:13]=1. (3) Given the product [CH2:1]([CH:3]([O:6][C:7]1[C:16]2[N:15]([CH3:28])[C:14](=[O:17])[CH2:13][N:12]([C:18]3[C:23]([CH3:24])=[CH:22][C:21]([CH3:25])=[CH:20][C:19]=3[CH3:26])[C:11]=2[N:10]=[C:9]([CH3:27])[CH:8]=1)[CH2:4][CH3:5])[CH3:2], predict the reactants needed to synthesize it. The reactants are: [CH2:1]([CH:3]([O:6][C:7]1[C:16]2[NH:15][C:14](=[O:17])[CH2:13][N:12]([C:18]3[C:23]([CH3:24])=[CH:22][C:21]([CH3:25])=[CH:20][C:19]=3[CH3:26])[C:11]=2[N:10]=[C:9]([CH3:27])[CH:8]=1)[CH2:4][CH3:5])[CH3:2].[CH2:28]1COCC1. (4) Given the product [CH3:1][O:2][C:3]([CH:5]1[CH2:9][CH2:8][CH:7]([O:10][CH2:11][CH:19]=[CH2:20])[N:6]1[C:12]([O:14][C:15]([CH3:18])([CH3:17])[CH3:16])=[O:13])=[O:4], predict the reactants needed to synthesize it. The reactants are: [CH3:1][O:2][C:3]([CH:5]1[CH2:9][CH2:8][CH:7]([O:10][CH3:11])[N:6]1[C:12]([O:14][C:15]([CH3:18])([CH3:17])[CH3:16])=[O:13])=[O:4].[CH2:19]([Si](C)(C)C)[CH:20]=C.B(F)(F)F.CCOCC. (5) Given the product [CH2:24]=[CH:23][C:1]1[CH:6]=[CH:5][CH:4]=[CH:3][CH:2]=1.[C:75]1([C:78]2[C:79]([NH:81][C:82](=[O:84])[CH:83]=2)=[O:80])[CH:74]=[CH:73][CH:72]=[CH:77][CH:76]=1, predict the reactants needed to synthesize it. The reactants are: [C:1]1([CH:23]=[CH:24]C(C2C=CC=CC=2)=O)[CH:6]=[CH:5][C:4](OCCCCCCO[C:4]2[CH:5]=[CH:6][C:1]([CH:23]=[CH2:24])=[CH:2][CH:3]=2)=[CH:3][CH:2]=1.C(OC1C=CC(C=C)=CC=1)CCCCCCCCCCCCCCC.C1(C=CC(C2C=CC=CC=2)=O)C=CC(OCCCCCCO[C:72]2[CH:77]=[CH:76][C:75]([C:78]3[C:79]([NH:81][C:82](=[O:84])[CH:83]=3)=[O:80])=[CH:74][CH:73]=2)=CC=1.N(C(C)(C)C#N)=NC(C)(C)C#N. (6) Given the product [Cl:24][C:25]1[CH:26]=[CH:27][C:28]([C:29]([C:31]2[CH:38]=[CH:37][C:34]([C:35]3[NH:8][C:7]4[CH:6]=[CH:5][C:4]([S:9]([NH2:12])(=[O:10])=[O:11])=[CH:3][C:2]=4[N:1]=3)=[CH:33][CH:32]=2)=[O:30])=[CH:39][CH:40]=1, predict the reactants needed to synthesize it. The reactants are: [NH2:1][C:2]1[CH:3]=[C:4]([S:9]([NH2:12])(=[O:11])=[O:10])[CH:5]=[CH:6][C:7]=1[NH2:8].NC1C=C(C=CC=1N)C(N)=O.[Cl:24][C:25]1[CH:40]=[CH:39][C:28]([C:29]([C:31]2[CH:38]=[CH:37][C:34]([CH:35]=O)=[CH:33][CH:32]=2)=[O:30])=[CH:27][CH:26]=1.C1(C2(C3C=CC(C=O)=CC=3)OCCO2)C=CC=CC=1.N. (7) Given the product [F:26][C:21]1[CH:20]=[C:19]([CH2:18][O:17][C:5]2[CH:4]=[CH:3][C:2]([C:39]3[NH:38][N:37]=[CH:36][CH:35]=3)=[CH:16][C:6]=2[C:7]([NH:9][C:10]2[CH:11]=[N:12][CH:13]=[CH:14][CH:15]=2)=[O:8])[CH:24]=[CH:23][C:22]=1[F:25], predict the reactants needed to synthesize it. The reactants are: Br[C:2]1[CH:3]=[CH:4][C:5]([O:17][CH2:18][C:19]2[CH:24]=[CH:23][C:22]([F:25])=[C:21]([F:26])[CH:20]=2)=[C:6]([CH:16]=1)[C:7]([NH:9][C:10]1[CH:11]=[N:12][CH:13]=[CH:14][CH:15]=1)=[O:8].CC1(C)C(C)(C)OB([C:35]2[CH:36]=[N:37][N:38](C(OC(C)(C)C)=O)[CH:39]=2)O1.C(=O)([O-])[O-].[Na+].[Na+].